The task is: Predict the product of the given reaction.. This data is from Forward reaction prediction with 1.9M reactions from USPTO patents (1976-2016). Given the reactants [CH:1]([C:3]1[CH:4]=[CH:5][C:6]2[C:7]([CH:11]=1)=NON=2)=O.[C:12]([O:18][CH3:19])(=[O:17])[CH2:13][C:14]([CH3:16])=[O:15].N1CCCCC1.[C:26]([OH:29])(=O)[CH3:27], predict the reaction product. The product is: [O:29]1[C:26]2[CH:27]=[CH:1][C:3]([CH:11]=[C:13]([C:14](=[O:15])[CH3:16])[C:12]([O:18][CH3:19])=[O:17])=[CH:4][C:5]=2[CH:6]=[CH:7]1.